From a dataset of Peptide-MHC class I binding affinity with 185,985 pairs from IEDB/IMGT. Regression. Given a peptide amino acid sequence and an MHC pseudo amino acid sequence, predict their binding affinity value. This is MHC class I binding data. (1) The peptide sequence is EPGPSGLLI. The MHC is HLA-A02:12 with pseudo-sequence HLA-A02:12. The binding affinity (normalized) is 0.0847. (2) The peptide sequence is KVDDTFYYV. The MHC is HLA-A68:02 with pseudo-sequence HLA-A68:02. The binding affinity (normalized) is 0.179. (3) The peptide sequence is RAMDVYCHR. The MHC is HLA-A23:01 with pseudo-sequence HLA-A23:01. The binding affinity (normalized) is 0.0847. (4) The peptide sequence is YVAGITLTH. The MHC is HLA-A69:01 with pseudo-sequence HLA-A69:01. The binding affinity (normalized) is 0.0847. (5) The peptide sequence is SAAAYFVGY. The MHC is HLA-A33:01 with pseudo-sequence HLA-A33:01. The binding affinity (normalized) is 0.0782. (6) The peptide sequence is ECFVRSSP. The MHC is H-2-Kb with pseudo-sequence H-2-Kb. The binding affinity (normalized) is 0.457.